Dataset: Forward reaction prediction with 1.9M reactions from USPTO patents (1976-2016). Task: Predict the product of the given reaction. (1) The product is: [Br:5][CH2:1][C:27]1[CH:28]=[C:29]([C:32]([F:34])([F:35])[F:33])[CH:30]=[CH:31][C:26]=1[I:25]. Given the reactants [C:1]([Br:5])(Br)(Br)Br.C1(P(C2C=CC=CC=2)C2C=CC=CC=2)C=CC=CC=1.[I:25][C:26]1[CH:31]=[CH:30][C:29]([C:32]([F:35])([F:34])[F:33])=[CH:28][C:27]=1CO, predict the reaction product. (2) Given the reactants [Li].Br[C:3]1[CH:8]=[CH:7][C:6]([OH:9])=[C:5]([O:10][CH3:11])[CH:4]=1.[CH3:12][S:13]SC.Cl, predict the reaction product. The product is: [CH3:11][O:10][C:5]1[CH:4]=[C:3]([S:13][CH3:12])[CH:8]=[CH:7][C:6]=1[OH:9]. (3) Given the reactants [CH2:1]([N:3]([CH2:14][CH3:15])[CH2:4][C:5]1[CH:10]=[CH:9][CH:8]=[C:7]([N+:11]([O-])=O)[CH:6]=1)[CH3:2].CC1C=C(C=CC=1)N, predict the reaction product. The product is: [CH2:1]([N:3]([CH2:4][C:5]1[CH:6]=[C:7]([NH2:11])[CH:8]=[CH:9][CH:10]=1)[CH2:14][CH3:15])[CH3:2]. (4) Given the reactants [CH2:1]=[C:2]1[CH2:11][CH2:10][C:5]2([O:9][CH2:8][CH2:7][O:6]2)[CH2:4][CH2:3]1.[CH2:12]([Zn]CC)C.IC(I)C.[NH4+].[Cl-], predict the reaction product. The product is: [CH2:12]1[C:2]2([CH2:11][CH2:10][C:5]3([O:6][CH2:7][CH2:8][O:9]3)[CH2:4][CH2:3]2)[CH2:1]1.